Regression. Given a peptide amino acid sequence and an MHC pseudo amino acid sequence, predict their binding affinity value. This is MHC class II binding data. From a dataset of Peptide-MHC class II binding affinity with 134,281 pairs from IEDB. The peptide sequence is KISGEWYSIFLASDVK. The MHC is HLA-DPA10103-DPB10401 with pseudo-sequence HLA-DPA10103-DPB10401. The binding affinity (normalized) is 0.570.